Task: Predict the product of the given reaction.. Dataset: Forward reaction prediction with 1.9M reactions from USPTO patents (1976-2016) (1) Given the reactants O.Br[C:3]1[CH:8]=[CH:7][C:6]([CH2:9][C:10]#[N:11])=[CH:5][C:4]=1[F:12].C(=O)([O-])[O-].[Na+].[Na+].[C:19]1(B(O)O)[CH:24]=[CH:23][CH:22]=[CH:21][CH:20]=1, predict the reaction product. The product is: [F:12][C:4]1[CH:5]=[C:6]([CH2:9][C:10]#[N:11])[CH:7]=[CH:8][C:3]=1[C:19]1[CH:24]=[CH:23][CH:22]=[CH:21][CH:20]=1. (2) Given the reactants [Cl:1][C:2]1[CH:7]=[CH:6][C:5]([C:8]2[C:13]([C:14]([O-])=[O:15])=[CH:12][N:11]=[CH:10][C:9]=2[F:17])=[C:4]([F:18])[CH:3]=1.[H-].[H-].[H-].[H-].[Li+].[Al+3], predict the reaction product. The product is: [Cl:1][C:2]1[CH:7]=[CH:6][C:5]([C:8]2[C:9]([F:17])=[CH:10][N:11]=[CH:12][C:13]=2[CH2:14][OH:15])=[C:4]([F:18])[CH:3]=1. (3) Given the reactants [CH3:1][NH:2][CH2:3][CH2:4][CH2:5][CH2:6][CH:7]([C:19]1[CH:24]=[CH:23][CH:22]=[CH:21][CH:20]=1)[O:8][C:9]1[CH:14]=[CH:13][C:12]([C:15]([F:18])([F:17])[F:16])=[CH:11][CH:10]=1.C=O.[CH:27](O)=O, predict the reaction product. The product is: [CH3:1][N:2]([CH3:27])[CH2:3][CH2:4][CH2:5][CH2:6][CH:7]([C:19]1[CH:24]=[CH:23][CH:22]=[CH:21][CH:20]=1)[O:8][C:9]1[CH:14]=[CH:13][C:12]([C:15]([F:18])([F:17])[F:16])=[CH:11][CH:10]=1. (4) Given the reactants [Cl:1][C:2]1[CH:7]=[C:6]([Cl:8])[CH:5]=[CH:4][C:3]=1[C:9]1[NH:14][C:13](=[O:15])[C:12]([C:16]([O:18][CH3:19])=[O:17])=[CH:11][C:10]=1[C:20]1[CH:25]=[CH:24][C:23]([Cl:26])=[CH:22][CH:21]=1.[F:27][C:28]1[CH:29]=[C:30]([CH:33]=[CH:34][C:35]=1[F:36])[CH2:31]Br.C(=O)([O-])[O-].[Cs+].[Cs+], predict the reaction product. The product is: [F:27][C:28]1[CH:29]=[C:30]([CH:33]=[CH:34][C:35]=1[F:36])[CH2:31][O:15][C:13]1[C:12]([C:16]([O:18][CH3:19])=[O:17])=[CH:11][C:10]([C:20]2[CH:21]=[CH:22][C:23]([Cl:26])=[CH:24][CH:25]=2)=[C:9]([C:3]2[CH:4]=[CH:5][C:6]([Cl:8])=[CH:7][C:2]=2[Cl:1])[N:14]=1. (5) The product is: [C:10]([O:9][CH2:8][CH:4]([NH:3][CH2:16][CH2:15][C:14]#[N:17])[C:5]([OH:7])=[O:6])([CH3:13])([CH3:12])[CH3:11]. Given the reactants [OH-].[Na+].[NH2:3][CH:4]([CH2:8][O:9][C:10]([CH3:13])([CH3:12])[CH3:11])[C:5]([OH:7])=[O:6].[C:14](#[N:17])[CH:15]=[CH2:16].C(O)(=O)CC(CC(O)=O)(C(O)=O)O, predict the reaction product. (6) Given the reactants [CH3:1][O:2][C:3](=[O:54])[C@@H:4]([N:32](S(C1C=CC([N+]([O-])=O)=CC=1)(=O)=O)[C@H:33]([C:36]1[CH:41]=[CH:40][CH:39]=[CH:38][CH:37]=1)[CH2:34][CH3:35])[CH2:5][C:6]1[CH:31]=[CH:30][C:9]2[O:10][C@@H:11]([C:14]3[CH:19]=[CH:18][C:17]([O:20][CH2:21][C:22]4[CH:27]=[CH:26][C:25]([Cl:28])=[C:24]([Cl:29])[CH:23]=4)=[CH:16][CH:15]=3)[CH2:12][O:13][C:8]=2[CH:7]=1.SCC(O)=O.C1CCN2C(=NCCC2)CC1, predict the reaction product. The product is: [CH3:1][O:2][C:3](=[O:54])[C@@H:4]([NH:32][C@H:33]([C:36]1[CH:37]=[CH:38][CH:39]=[CH:40][CH:41]=1)[CH2:34][CH3:35])[CH2:5][C:6]1[CH:31]=[CH:30][C:9]2[O:10][C@@H:11]([C:14]3[CH:15]=[CH:16][C:17]([O:20][CH2:21][C:22]4[CH:27]=[CH:26][C:25]([Cl:28])=[C:24]([Cl:29])[CH:23]=4)=[CH:18][CH:19]=3)[CH2:12][O:13][C:8]=2[CH:7]=1.